Task: Predict which catalyst facilitates the given reaction.. Dataset: Catalyst prediction with 721,799 reactions and 888 catalyst types from USPTO (1) Reactant: C([NH:8][O:9][CH2:10][C:11]([NH:13][CH2:14][C:15](=[O:53])[N:16]([CH2:35][CH2:36][CH2:37][CH2:38][CH2:39][CH2:40][CH2:41][CH2:42][CH2:43][CH2:44][CH2:45][CH2:46][CH2:47][CH2:48][CH2:49][CH2:50][CH2:51][CH3:52])[CH2:17][CH2:18][CH2:19][CH2:20][CH2:21][CH2:22][CH2:23][CH2:24][CH2:25][CH2:26][CH2:27][CH2:28][CH2:29][CH2:30][CH2:31][CH2:32][CH2:33][CH3:34])=[O:12])(OC(C)(C)C)=O.C(O)(C(F)(F)F)=O. Product: [NH2:8][O:9][CH2:10][C:11]([NH:13][CH2:14][C:15](=[O:53])[N:16]([CH2:35][CH2:36][CH2:37][CH2:38][CH2:39][CH2:40][CH2:41][CH2:42][CH2:43][CH2:44][CH2:45][CH2:46][CH2:47][CH2:48][CH2:49][CH2:50][CH2:51][CH3:52])[CH2:17][CH2:18][CH2:19][CH2:20][CH2:21][CH2:22][CH2:23][CH2:24][CH2:25][CH2:26][CH2:27][CH2:28][CH2:29][CH2:30][CH2:31][CH2:32][CH2:33][CH3:34])=[O:12]. The catalyst class is: 2. (2) Reactant: [CH3:1][O:2][C:3](=[O:21])[C:4]1[CH:9]=[CH:8][C:7]([NH:10][C:11]([O:13][C:14]([CH3:17])([CH3:16])[CH3:15])=[O:12])=[CH:6][C:5]=1[N+:18]([O-])=O. Product: [CH3:1][O:2][C:3](=[O:21])[C:4]1[CH:9]=[CH:8][C:7]([NH:10][C:11]([O:13][C:14]([CH3:15])([CH3:17])[CH3:16])=[O:12])=[CH:6][C:5]=1[NH2:18]. The catalyst class is: 78. (3) Reactant: [CH:1]1([O:6][C:7]2[C:14]([O:15][CH3:16])=[CH:13][CH:12]=[CH:11][C:8]=2[CH:9]=O)[CH2:5][CH2:4][CH2:3][CH2:2]1.Cl.[NH2:18][OH:19].[OH-].[Na+]. Product: [CH:1]1([O:6][C:7]2[C:14]([O:15][CH3:16])=[CH:13][CH:12]=[CH:11][C:8]=2[CH:9]=[N:18][OH:19])[CH2:5][CH2:4][CH2:3][CH2:2]1. The catalyst class is: 8.